Dataset: NCI-60 drug combinations with 297,098 pairs across 59 cell lines. Task: Regression. Given two drug SMILES strings and cell line genomic features, predict the synergy score measuring deviation from expected non-interaction effect. (1) Drug 1: CN1C(=O)N2C=NC(=C2N=N1)C(=O)N. Drug 2: C1CN1C2=NC(=NC(=N2)N3CC3)N4CC4. Cell line: MDA-MB-435. Synergy scores: CSS=4.56, Synergy_ZIP=-2.08, Synergy_Bliss=2.18, Synergy_Loewe=-14.8, Synergy_HSA=-2.23. (2) Drug 1: C1=CN(C(=O)N=C1N)C2C(C(C(O2)CO)O)O.Cl. Drug 2: CC1C(C(CC(O1)OC2CC(OC(C2O)C)OC3=CC4=CC5=C(C(=O)C(C(C5)C(C(=O)C(C(C)O)O)OC)OC6CC(C(C(O6)C)O)OC7CC(C(C(O7)C)O)OC8CC(C(C(O8)C)O)(C)O)C(=C4C(=C3C)O)O)O)O. Cell line: 786-0. Synergy scores: CSS=58.3, Synergy_ZIP=1.88, Synergy_Bliss=2.54, Synergy_Loewe=1.23, Synergy_HSA=3.76. (3) Drug 1: CN(CCCl)CCCl.Cl. Drug 2: C1C(C(OC1N2C=NC3=C2NC=NCC3O)CO)O. Cell line: KM12. Synergy scores: CSS=18.3, Synergy_ZIP=-4.65, Synergy_Bliss=0.0697, Synergy_Loewe=-4.60, Synergy_HSA=-0.829. (4) Drug 1: COC1=CC(=CC(=C1O)OC)C2C3C(COC3=O)C(C4=CC5=C(C=C24)OCO5)OC6C(C(C7C(O6)COC(O7)C8=CC=CS8)O)O. Drug 2: C1=CC(=CC=C1C#N)C(C2=CC=C(C=C2)C#N)N3C=NC=N3. Cell line: SK-MEL-5. Synergy scores: CSS=15.5, Synergy_ZIP=-0.445, Synergy_Bliss=-1.02, Synergy_Loewe=-24.1, Synergy_HSA=-3.24. (5) Drug 1: CC1CCC2CC(C(=CC=CC=CC(CC(C(=O)C(C(C(=CC(C(=O)CC(OC(=O)C3CCCCN3C(=O)C(=O)C1(O2)O)C(C)CC4CCC(C(C4)OC)OCCO)C)C)O)OC)C)C)C)OC. Drug 2: CC(C)CN1C=NC2=C1C3=CC=CC=C3N=C2N. Cell line: K-562. Synergy scores: CSS=7.94, Synergy_ZIP=-2.81, Synergy_Bliss=-1.30, Synergy_Loewe=-14.7, Synergy_HSA=-5.91. (6) Drug 1: C1CN1P(=S)(N2CC2)N3CC3. Drug 2: C1C(C(OC1N2C=C(C(=O)NC2=O)F)CO)O. Cell line: SF-539. Synergy scores: CSS=42.7, Synergy_ZIP=-2.01, Synergy_Bliss=-2.16, Synergy_Loewe=-0.880, Synergy_HSA=2.41. (7) Drug 2: CC1CCCC2(C(O2)CC(NC(=O)CC(C(C(=O)C(C1O)C)(C)C)O)C(=CC3=CSC(=N3)C)C)C. Synergy scores: CSS=35.9, Synergy_ZIP=2.15, Synergy_Bliss=4.45, Synergy_Loewe=7.73, Synergy_HSA=8.09. Drug 1: CCN(CC)CCNC(=O)C1=C(NC(=C1C)C=C2C3=C(C=CC(=C3)F)NC2=O)C. Cell line: UACC-257. (8) Drug 1: CN1CCC(CC1)COC2=C(C=C3C(=C2)N=CN=C3NC4=C(C=C(C=C4)Br)F)OC. Drug 2: CC1C(C(=O)NC(C(=O)N2CCCC2C(=O)N(CC(=O)N(C(C(=O)O1)C(C)C)C)C)C(C)C)NC(=O)C3=C4C(=C(C=C3)C)OC5=C(C(=O)C(=C(C5=N4)C(=O)NC6C(OC(=O)C(N(C(=O)CN(C(=O)C7CCCN7C(=O)C(NC6=O)C(C)C)C)C)C(C)C)C)N)C. Cell line: SK-MEL-2. Synergy scores: CSS=20.7, Synergy_ZIP=13.3, Synergy_Bliss=21.9, Synergy_Loewe=15.8, Synergy_HSA=18.0. (9) Drug 1: C1=CC=C(C=C1)NC(=O)CCCCCCC(=O)NO. Drug 2: CS(=O)(=O)OCCCCOS(=O)(=O)C. Cell line: ACHN. Synergy scores: CSS=6.76, Synergy_ZIP=-5.25, Synergy_Bliss=-0.824, Synergy_Loewe=0.337, Synergy_HSA=1.05.